Dataset: Full USPTO retrosynthesis dataset with 1.9M reactions from patents (1976-2016). Task: Predict the reactants needed to synthesize the given product. (1) Given the product [F:1][C:2]1[CH:10]=[CH:9][C:8]2[N:7]([C:11]3[C:12]([CH3:25])=[N:13][C:14]([N:17]4[CH2:21][CH2:20][C@H:19]([C:22]([N:36]5[CH2:39][CH:38]([OH:40])[CH2:37]5)=[O:23])[CH2:18]4)=[N:15][CH:16]=3)[C:6]3[CH:26]=[N:27][N:28]([CH:29]4[CH2:34][CH2:33][CH2:32][CH2:31][O:30]4)[C:5]=3[C:4]=2[CH:3]=1, predict the reactants needed to synthesize it. The reactants are: [F:1][C:2]1[CH:10]=[CH:9][C:8]2[N:7]([C:11]3[C:12]([CH3:25])=[N:13][C:14]([N:17]4[CH2:21][CH2:20][C@H:19]([C:22](O)=[O:23])[CH2:18]4)=[N:15][CH:16]=3)[C:6]3[CH:26]=[N:27][N:28]([CH:29]4[CH2:34][CH2:33][CH2:32][CH2:31][O:30]4)[C:5]=3[C:4]=2[CH:3]=1.Cl.[NH:36]1[CH2:39][CH:38]([OH:40])[CH2:37]1.CN(C(ON1N=NC2C=CC=NC1=2)=[N+](C)C)C.F[P-](F)(F)(F)(F)F.CCN(C(C)C)C(C)C. (2) Given the product [ClH:3].[Cl:3][C:5]([C:8]1[C:16]2[C:11](=[CH:12][CH:13]=[CH:14][CH:15]=2)[N:10]([C:17]2[C:26]3[C:21](=[CH:22][CH:23]=[CH:24][CH:25]=3)[CH:20]=[CH:19][N:18]=2)[CH:9]=1)=[O:6], predict the reactants needed to synthesize it. The reactants are: S(Cl)([Cl:3])=O.[C:5]([C:8]1[C:16]2[C:11](=[CH:12][CH:13]=[CH:14][CH:15]=2)[N:10]([C:17]2[C:26]3[C:21](=[CH:22][CH:23]=[CH:24][CH:25]=3)[CH:20]=[CH:19][N:18]=2)[CH:9]=1)(O)=[O:6]. (3) Given the product [NH2:24][C:22](=[O:23])[C@H:21]([NH:20][C:6]1[N:7]=[C:8]([NH:9][C:10]2[CH:11]=[C:12]3[C:17](=[CH:18][CH:19]=2)[N:16]=[CH:15][CH:14]=[CH:13]3)[C:3]([C:1]([NH2:2])=[O:35])=[N:4][CH:5]=1)[CH2:25][CH:26]([CH3:28])[CH3:27], predict the reactants needed to synthesize it. The reactants are: [C:1]([C:3]1[N:4]=[CH:5][C:6]([NH:20][C@H:21]([CH2:25][CH:26]([CH3:28])[CH3:27])[C:22]([NH2:24])=[O:23])=[N:7][C:8]=1[NH:9][C:10]1[CH:11]=[C:12]2[C:17](=[CH:18][CH:19]=1)[N:16]=[CH:15][CH:14]=[CH:13]2)#[N:2].[OH-].[Na+].OO.CC(O)=[O:35]. (4) Given the product [F:8][C:4]1[CH:5]=[CH:6][CH:7]=[C:2]([F:1])[C:3]=1[C:9]1[NH:17][C:16]2[CH2:15][CH2:14][N:13]([C:18]3[N:19]([CH2:27][CH3:28])[N:20]=[C:21]([C:23]([F:26])([F:25])[F:24])[CH:22]=3)[C:12](=[O:30])[C:11]=2[CH:10]=1, predict the reactants needed to synthesize it. The reactants are: [F:1][C:2]1[CH:7]=[CH:6][CH:5]=[C:4]([F:8])[C:3]=1[C:9]1[NH:17][C:16]2[CH2:15][CH2:14][N:13]([C:18]3[N:19]([CH2:27][CH3:28])[N:20]=[C:21]([C:23]([F:26])([F:25])[F:24])[CH:22]=3)[CH2:12][C:11]=2[CH:10]=1.C([O-])([O-])=[O:30].[K+].[K+]. (5) The reactants are: Br[C:2]1[CH:3]=[CH:4][C:5]([CH3:26])=[C:6]([N:8]2[C:13]([CH3:14])=[CH:12][C:11]([O:15][CH2:16][C:17]3[CH:22]=[CH:21][C:20]([F:23])=[CH:19][C:18]=3[F:24])=[CH:10][C:9]2=[O:25])[CH:7]=1.[CH:27]([Sn](CCCC)(CCCC)CCCC)=[CH2:28]. Given the product [F:24][C:18]1[CH:19]=[C:20]([F:23])[CH:21]=[CH:22][C:17]=1[CH2:16][O:15][C:11]1[CH:12]=[C:13]([CH3:14])[N:8]([C:6]2[CH:7]=[C:2]([CH:27]=[CH2:28])[CH:3]=[CH:4][C:5]=2[CH3:26])[C:9](=[O:25])[CH:10]=1, predict the reactants needed to synthesize it. (6) Given the product [ClH:25].[CH3:24][S:21]([C:16]1[CH:17]=[CH:18][CH:19]=[CH:20][C:15]=1[O:14][CH:11]1[CH2:10][CH2:9][NH:8][CH2:13][CH2:12]1)(=[O:23])=[O:22], predict the reactants needed to synthesize it. The reactants are: C(OC([N:8]1[CH2:13][CH2:12][CH:11]([O:14][C:15]2[CH:20]=[CH:19][CH:18]=[CH:17][C:16]=2[S:21]([CH3:24])(=[O:23])=[O:22])[CH2:10][CH2:9]1)=O)(C)(C)C.[ClH:25]. (7) Given the product [F:18][C:15]1[CH:16]=[CH:17][C:12]([CH:8]([C:5]2[CH:4]=[CH:3][C:2]([F:1])=[CH:7][CH:6]=2)[C:9]([NH:19][CH2:20][CH2:21][CH2:22][N:23]2[CH2:24][CH2:25][CH:26]([C:29]3[CH:30]=[CH:31][C:32]([F:41])=[C:33]([NH:35][C:36](=[O:40])[CH:37]([CH3:39])[CH3:38])[CH:34]=3)[CH2:27][CH2:28]2)=[O:11])=[CH:13][CH:14]=1, predict the reactants needed to synthesize it. The reactants are: [F:1][C:2]1[CH:7]=[CH:6][C:5]([CH:8]([C:12]2[CH:17]=[CH:16][C:15]([F:18])=[CH:14][CH:13]=2)[C:9]([OH:11])=O)=[CH:4][CH:3]=1.[NH2:19][CH2:20][CH2:21][CH2:22][N:23]1[CH2:28][CH2:27][CH:26]([C:29]2[CH:30]=[CH:31][C:32]([F:41])=[C:33]([NH:35][C:36](=[O:40])[CH:37]([CH3:39])[CH3:38])[CH:34]=2)[CH2:25][CH2:24]1.